Dataset: CYP2C19 inhibition data for predicting drug metabolism from PubChem BioAssay. Task: Regression/Classification. Given a drug SMILES string, predict its absorption, distribution, metabolism, or excretion properties. Task type varies by dataset: regression for continuous measurements (e.g., permeability, clearance, half-life) or binary classification for categorical outcomes (e.g., BBB penetration, CYP inhibition). Dataset: cyp2c19_veith. (1) The drug is O=C(Nc1ccccc1)N1CC2(CCN(S(=O)(=O)c3ccccc3)CC2)C1. The result is 0 (non-inhibitor). (2) The molecule is O=C(O)C(Oc1nc(=S)[nH]c(=S)[nH]1)(c1ccc(Cl)cc1)c1ccc(Cl)cc1. The result is 0 (non-inhibitor).